This data is from Catalyst prediction with 721,799 reactions and 888 catalyst types from USPTO. The task is: Predict which catalyst facilitates the given reaction. (1) Product: [S:25]=[C:24]1[NH:26][C:27](=[O:28])/[C:29](=[CH:19]/[C:17]2[O:18][C:11]3[C:10]([C:7]4[CH:6]=[CH:5][C:4]([O:3][C:2]([F:21])([F:1])[F:22])=[CH:9][CH:8]=4)=[CH:15][N:14]=[CH:13][C:12]=3[CH:16]=2)/[S:23]1. The catalyst class is: 15. Reactant: [F:1][C:2]([F:22])([F:21])[O:3][C:4]1[CH:9]=[CH:8][C:7]([C:10]2[C:11]3[O:18][C:17]([CH:19]=O)=[CH:16][C:12]=3[CH:13]=[N:14][CH:15]=2)=[CH:6][CH:5]=1.[S:23]1[CH2:29][C:27](=[O:28])[NH:26][C:24]1=[S:25].C([O-])(=O)C.[Na+]. (2) Reactant: [Cl:1]N1C(=O)CCC1=O.CN(C)C=O.[CH:14]1([CH2:17][N:18]2[CH:26]=[N:25][C:24]3[C:19]2=[N:20][C:21]([C:33]2[CH:34]=[N:35][C:36]([CH2:39][NH:40][C:41](=[O:47])[O:42][C:43]([CH3:46])([CH3:45])[CH3:44])=[N:37][CH:38]=2)=[N:22][C:23]=3[N:27]2[CH2:32][CH2:31][O:30][CH2:29][CH2:28]2)[CH2:16][CH2:15]1. Product: [Cl:1][C:26]1[N:18]([CH2:17][CH:14]2[CH2:16][CH2:15]2)[C:19]2[C:24]([N:25]=1)=[C:23]([N:27]1[CH2:28][CH2:29][O:30][CH2:31][CH2:32]1)[N:22]=[C:21]([C:33]1[CH:38]=[N:37][C:36]([CH2:39][NH:40][C:41](=[O:47])[O:42][C:43]([CH3:44])([CH3:46])[CH3:45])=[N:35][CH:34]=1)[N:20]=2. The catalyst class is: 13. (3) Reactant: Cl[C:2]1[N:3]=[N+:4]([O-:12])[C:5]2[CH:11]=[CH:10][CH:9]=[CH:8][C:6]=2[N:7]=1.Cl.[N:14]([CH2:17][CH2:18][CH2:19][NH2:20])=[N+:15]=[N-:16].CCN(CC)CC. Product: [N:14]([CH2:17][CH2:18][CH2:19][NH:20][C:2]1[N:3]=[N+:4]([O-:12])[C:5]2[CH:11]=[CH:10][CH:9]=[CH:8][C:6]=2[N:7]=1)=[N+:15]=[N-:16]. The catalyst class is: 2.